Dataset: Full USPTO retrosynthesis dataset with 1.9M reactions from patents (1976-2016). Task: Predict the reactants needed to synthesize the given product. (1) Given the product [Br:11][C:5]1[O:4][C:3]([C:7]([O:9][CH3:10])=[O:8])=[C:2]([CH3:1])[CH:6]=1, predict the reactants needed to synthesize it. The reactants are: [CH3:1][C:2]1[CH:6]=[CH:5][O:4][C:3]=1[C:7]([O:9][CH3:10])=[O:8].[Br:11]Br. (2) Given the product [CH3:29][O:28][C:9]1[C:10]2[C:11](=[O:26])[C:12]3[C:17](=[CH:16][CH:15]=[CH:14][CH:13]=3)[C:18](=[O:24])[C:19]=2[C:20]([O:22][CH3:23])=[CH:21][C:8]=1[CH2:7][C@:5]1([CH2:30][CH:31]=[O:32])[C@H:4]([CH3:33])[O:3][C:2]([CH3:1])([CH3:34])[O:6]1, predict the reactants needed to synthesize it. The reactants are: [CH3:1][C:2]1([CH3:34])[O:6][C@:5]([CH2:30][CH:31]=[O:32])([CH2:7][C:8]2[CH:21]=[C:20]([O:22][CH3:23])[C:19]3[C:10](=[C:11]([O:26]C)[C:12]4[C:17]([C:18]=3[O:24]C)=[CH:16][CH:15]=[CH:14][CH:13]=4)[C:9]=2[O:28][CH3:29])[C@H:4]([CH3:33])[O:3]1.O=[N+]([O-])[O-].[O-][N+](=O)[O-].[O-][N+](=O)[O-].[O-][N+](=O)[O-].[O-][N+](=O)[O-].[O-][N+](=O)[O-].[Ce+4].[NH4+].[NH4+]. (3) Given the product [Br:8][C:9]1[C:10]2[O:2][CH2:1][N:7]([C:3]([CH3:6])([CH3:5])[CH3:4])[CH2:20][C:11]=2[CH:12]=[C:13]([C:15]([CH3:18])([CH3:17])[CH3:16])[CH:14]=1, predict the reactants needed to synthesize it. The reactants are: [CH2:1]=[O:2].[C:3]([NH2:7])([CH3:6])([CH3:5])[CH3:4].[Br:8][C:9]1[CH:14]=[C:13]([C:15]([CH3:18])([CH3:17])[CH3:16])[CH:12]=[CH:11][C:10]=1O.[CH:20](O)(C)C. (4) The reactants are: [OH:1][C:2]1[CH:9]=[CH:8][CH:7]=[C:6]([O:10][CH2:11][C:12]2[C:13]([C:18]3[N:22]([CH:23]([CH3:25])[CH3:24])[N:21]=[CH:20][CH:19]=3)=[N:14][CH:15]=[CH:16][CH:17]=2)[C:3]=1[CH:4]=[O:5].C(N(C(C)C)C(C)C)C.C(Cl)(Cl)(Cl)Cl.[PH:40](=[O:57])([O:49][CH2:50][C:51]1[CH:56]=[CH:55][CH:54]=[CH:53][CH:52]=1)[O:41][CH2:42][C:43]1[CH:48]=[CH:47][CH:46]=[CH:45][CH:44]=1. Given the product [P:40]([O:1][C:2]1[CH:9]=[CH:8][CH:7]=[C:6]([O:10][CH2:11][C:12]2[C:13]([C:18]3[N:22]([CH:23]([CH3:25])[CH3:24])[N:21]=[CH:20][CH:19]=3)=[N:14][CH:15]=[CH:16][CH:17]=2)[C:3]=1[CH:4]=[O:5])([O:41][CH2:42][C:43]1[CH:48]=[CH:47][CH:46]=[CH:45][CH:44]=1)([O:49][CH2:50][C:51]1[CH:56]=[CH:55][CH:54]=[CH:53][CH:52]=1)=[O:57], predict the reactants needed to synthesize it. (5) Given the product [F:13][C:6]1[N:7]=[C:8]([F:12])[C:9]([I:11])=[CH:10][C:5]=1[CH:4]=[O:3], predict the reactants needed to synthesize it. The reactants are: C([O:3][CH:4](OCC)[C:5]1[C:6]([F:13])=[N:7][C:8]([F:12])=[C:9]([I:11])[CH:10]=1)C.Cl.C([O-])(O)=O.[Na+]. (6) Given the product [C:1]([O:5][C:6](=[O:18])[NH:7][C:8]1([C:16]#[C:17][C:41]2[CH:40]=[CH:39][C:38]([O:44][CH:45]([CH3:47])[CH3:46])=[C:37]([C:27]34[CH2:36][CH:31]5[CH2:32][CH:33]([CH2:35][CH:29]([CH2:30]5)[CH2:28]3)[CH2:34]4)[CH:42]=2)[CH2:13][O:12][C:11]([CH3:15])([CH3:14])[O:10][CH2:9]1)([CH3:4])([CH3:3])[CH3:2], predict the reactants needed to synthesize it. The reactants are: [C:1]([O:5][C:6](=[O:18])[NH:7][C:8]1([C:16]#[CH:17])[CH2:13][O:12][C:11]([CH3:15])([CH3:14])[O:10][CH2:9]1)([CH3:4])([CH3:3])[CH3:2].C#CCCCCCC.[C:27]12([C:37]3[CH:42]=[C:41](I)[CH:40]=[CH:39][C:38]=3[O:44][CH:45]([CH3:47])[CH3:46])[CH2:36][CH:31]3[CH2:32][CH:33]([CH2:35][CH:29]([CH2:30]3)[CH2:28]1)[CH2:34]2.IC1C=C2C(=CC=1)CN(C(C1C=CC=CC=1)(C1C=CC=CC=1)C1C=CC=CC=1)C2.